Dataset: Full USPTO retrosynthesis dataset with 1.9M reactions from patents (1976-2016). Task: Predict the reactants needed to synthesize the given product. (1) Given the product [C:8]1([C@@H:4]2[CH2:5][CH2:6][CH2:7][C@H:3]2[NH2:25])[CH:13]=[CH:12][CH:11]=[CH:10][CH:9]=1, predict the reactants needed to synthesize it. The reactants are: CB([CH:3]1[CH2:7][CH2:6][CH2:5][CH:4]1[C:8]1[CH:13]=[CH:12][CH:11]=[CH:10][CH:9]=1)[CH:3]1[CH2:7][CH2:6][CH2:5][CH:4]1[C:8]1[CH:13]=[CH:12][CH:11]=[CH:10][CH:9]=1.[NH2:25]OS(O)(=O)=O. (2) Given the product [C:17]([C:12]1[C:13](=[O:16])[N:14]([CH2:26][CH2:27][CH2:28][C:29]2[CH:34]=[CH:33][C:32]([Cl:35])=[CH:31][CH:30]=2)[N:15]=[C:10]([C:4]2[CH:5]=[CH:6][C:7]([O:8][CH3:9])=[C:2]([F:1])[CH:3]=2)[CH:11]=1)([OH:19])=[O:18], predict the reactants needed to synthesize it. The reactants are: [F:1][C:2]1[CH:3]=[C:4]([C:10]2[CH:11]=[C:12]([C:17]([O:19]C)=[O:18])[C:13](=[O:16])[NH:14][N:15]=2)[CH:5]=[CH:6][C:7]=1[O:8][CH3:9].CS(O[CH2:26][CH2:27][CH2:28][C:29]1[CH:34]=[CH:33][C:32]([Cl:35])=[CH:31][CH:30]=1)(=O)=O. (3) Given the product [Br:34][C:35]1[CH:36]=[C:37]([CH2:43][N:20]([CH2:19][C:10]2[C:11]([NH:12][CH:13]3[CH2:18][CH2:17][O:16][CH2:15][CH2:14]3)=[C:6]3[CH:5]=[N:4][N:3]([CH2:1][CH3:2])[C:7]3=[N:8][C:9]=2[CH2:32][CH3:33])[C:21]([C:23]2[CH:31]=[CH:30][CH:29]=[C:25]([C:26]([NH2:46])=[O:28])[CH:24]=2)=[O:22])[CH:38]=[C:39]([O:41][CH3:42])[CH:40]=1, predict the reactants needed to synthesize it. The reactants are: [CH2:1]([N:3]1[C:7]2=[N:8][C:9]([CH2:32][CH3:33])=[C:10]([CH2:19][NH:20][C:21]([C:23]3[CH:24]=[C:25]([CH:29]=[CH:30][CH:31]=3)[C:26]([OH:28])=O)=[O:22])[C:11]([NH:12][CH:13]3[CH2:18][CH2:17][O:16][CH2:15][CH2:14]3)=[C:6]2[CH:5]=[N:4]1)[CH3:2].[Br:34][C:35]1[CH:36]=[C:37]([CH2:43]N)[CH:38]=[C:39]([O:41][CH3:42])[CH:40]=1.C[N:46](C(ON1N=NC2C=CC=CC1=2)=[N+](C)C)C.F[P-](F)(F)(F)(F)F.CCN(CC)CC. (4) Given the product [C:1]([O:5][C:6]([N:8]1[CH2:12][CH2:11][CH2:10][C@H:9]1[CH3:13])=[O:7])([CH3:4])([CH3:2])[CH3:3], predict the reactants needed to synthesize it. The reactants are: [C:1]([O:5][C:6]([N:8]1[CH2:12][CH2:11][CH2:10][C@H:9]1[CH2:13]OS(C)(=O)=O)=[O:7])([CH3:4])([CH3:3])[CH3:2].C([BH-](CC)CC)C.[Li+].C(OCC)(=O)C.O.